Task: Predict the product of the given reaction.. Dataset: Forward reaction prediction with 1.9M reactions from USPTO patents (1976-2016) Given the reactants [Br:1][C:2]1[CH:14]=[C:13]([CH:15]2[C:24]3[C:23](=[O:25])[CH2:22][CH:21]([CH2:26][CH2:27][CH3:28])[CH2:20][C:19]=3[NH:18][C:17]([CH3:29])=[C:16]2[C:30]#[N:31])[CH:12]=[C:11]([O:32][CH2:33][CH3:34])[C:3]=1[O:4][CH2:5][CH:6]=[CH:7][C:8](O)=[O:9].CN(C(ON1N=NC2C=CC=NC1=2)=[N+](C)C)C.F[P-](F)(F)(F)(F)F.CCN(C(C)C)C(C)C.[CH3:68][O:69][CH2:70][CH2:71][NH2:72], predict the reaction product. The product is: [CH3:68][O:69][CH2:70][CH2:71][NH:72][C:8](=[O:9])[CH:7]=[CH:6][CH2:5][O:4][C:3]1[C:11]([O:32][CH2:33][CH3:34])=[CH:12][C:13]([CH:15]2[C:24]3[C:23](=[O:25])[CH2:22][CH:21]([CH2:26][CH2:27][CH3:28])[CH2:20][C:19]=3[NH:18][C:17]([CH3:29])=[C:16]2[C:30]#[N:31])=[CH:14][C:2]=1[Br:1].